Dataset: Merck oncology drug combination screen with 23,052 pairs across 39 cell lines. Task: Regression. Given two drug SMILES strings and cell line genomic features, predict the synergy score measuring deviation from expected non-interaction effect. (1) Drug 1: CS(=O)(=O)CCNCc1ccc(-c2ccc3ncnc(Nc4ccc(OCc5cccc(F)c5)c(Cl)c4)c3c2)o1. Synergy scores: synergy=-2.08. Cell line: NCIH23. Drug 2: NC(=O)c1cccc2cn(-c3ccc(C4CCCNC4)cc3)nc12. (2) Drug 1: O=S1(=O)NC2(CN1CC(F)(F)F)C1CCC2Cc2cc(C=CCN3CCC(C(F)(F)F)CC3)ccc2C1. Drug 2: CS(=O)(=O)CCNCc1ccc(-c2ccc3ncnc(Nc4ccc(OCc5cccc(F)c5)c(Cl)c4)c3c2)o1. Cell line: A2058. Synergy scores: synergy=24.8. (3) Drug 1: COC1CC2CCC(C)C(O)(O2)C(=O)C(=O)N2CCCCC2C(=O)OC(C(C)CC2CCC(OP(C)(C)=O)C(OC)C2)CC(=O)C(C)C=C(C)C(O)C(OC)C(=O)C(C)CC(C)C=CC=CC=C1C. Drug 2: Cn1cc(-c2cnn3c(N)c(Br)c(C4CCCNC4)nc23)cn1. Cell line: NCIH460. Synergy scores: synergy=4.31. (4) Drug 1: O=c1[nH]cc(F)c(=O)[nH]1. Drug 2: CS(=O)(=O)CCNCc1ccc(-c2ccc3ncnc(Nc4ccc(OCc5cccc(F)c5)c(Cl)c4)c3c2)o1. Cell line: KPL1. Synergy scores: synergy=-9.54. (5) Drug 1: CCN(CC)CCNC(=O)c1c(C)[nH]c(C=C2C(=O)Nc3ccc(F)cc32)c1C. Drug 2: C=CCn1c(=O)c2cnc(Nc3ccc(N4CCN(C)CC4)cc3)nc2n1-c1cccc(C(C)(C)O)n1. Cell line: NCIH1650. Synergy scores: synergy=-3.31. (6) Drug 1: CCN(CC)CCNC(=O)c1c(C)[nH]c(C=C2C(=O)Nc3ccc(F)cc32)c1C. Drug 2: COC1=C2CC(C)CC(OC)C(O)C(C)C=C(C)C(OC(N)=O)C(OC)C=CC=C(C)C(=O)NC(=CC1=O)C2=O. Cell line: OVCAR3. Synergy scores: synergy=8.53. (7) Drug 1: CN1C(=O)C=CC2(C)C3CCC4(C)C(NC(=O)OCC(F)(F)F)CCC4C3CCC12. Drug 2: C#Cc1cccc(Nc2ncnc3cc(OCCOC)c(OCCOC)cc23)c1. Cell line: A375. Synergy scores: synergy=1.49. (8) Drug 1: Cn1c(=O)n(-c2ccc(C(C)(C)C#N)cc2)c2c3cc(-c4cnc5ccccc5c4)ccc3ncc21. Drug 2: CCc1cnn2c(NCc3ccc[n+]([O-])c3)cc(N3CCCCC3CCO)nc12. Cell line: OVCAR3. Synergy scores: synergy=12.4.